Dataset: Peptide-MHC class I binding affinity with 185,985 pairs from IEDB/IMGT. Task: Regression. Given a peptide amino acid sequence and an MHC pseudo amino acid sequence, predict their binding affinity value. This is MHC class I binding data. (1) The peptide sequence is ASYQFQLPY. The MHC is HLA-A69:01 with pseudo-sequence HLA-A69:01. The binding affinity (normalized) is 0.0847. (2) The MHC is HLA-A02:01 with pseudo-sequence HLA-A02:01. The peptide sequence is FVKRLGPGT. The binding affinity (normalized) is 0.0212. (3) The peptide sequence is AQNISFKSI. The MHC is HLA-A29:02 with pseudo-sequence HLA-A29:02. The binding affinity (normalized) is 0. (4) The peptide sequence is GEYRSGNNL. The MHC is HLA-B57:01 with pseudo-sequence HLA-B57:01. The binding affinity (normalized) is 0.0847. (5) The binding affinity (normalized) is 0.0847. The MHC is HLA-A26:01 with pseudo-sequence HLA-A26:01. The peptide sequence is ALSMGINTV. (6) The peptide sequence is FRYNGLIHR. The MHC is HLA-B35:01 with pseudo-sequence HLA-B35:01. The binding affinity (normalized) is 0. (7) The peptide sequence is YWISSETTTPT. The MHC is Patr-A0901 with pseudo-sequence Patr-A0901. The binding affinity (normalized) is 0.196. (8) The peptide sequence is LIEGTASLS. The MHC is HLA-A29:02 with pseudo-sequence HLA-A29:02. The binding affinity (normalized) is 0. (9) The peptide sequence is TENLVIEGPT. The MHC is HLA-B18:01 with pseudo-sequence HLA-B18:01. The binding affinity (normalized) is 0. (10) The peptide sequence is FQVWQRSWEYW. The MHC is Mamu-B52 with pseudo-sequence Mamu-B52. The binding affinity (normalized) is 0.622.